Dataset: Forward reaction prediction with 1.9M reactions from USPTO patents (1976-2016). Task: Predict the product of the given reaction. (1) Given the reactants [F:1][C:2]1[C:7]([F:8])=[CH:6][CH:5]=[CH:4][C:3]=1[C@@H:9]1[CH2:18][CH2:17][C@@H:16]([OH:19])[C:12]2[N:13]=[CH:14][S:15][C:11]=2[C@H:10]1[NH:20][C:21](=[O:27])[O:22][C:23]([CH3:26])([CH3:25])[CH3:24].OO.C(=O)([O-])[O-].[Na+].[Na+].[F:36][C:37](I)([F:39])[F:38].CS(C)=O, predict the reaction product. The product is: [F:1][C:2]1[C:7]([F:8])=[CH:6][CH:5]=[CH:4][C:3]=1[C@@H:9]1[CH2:18][CH2:17][C@@H:16]([OH:19])[C:12]2[N:13]=[C:14]([C:37]([F:39])([F:38])[F:36])[S:15][C:11]=2[C@H:10]1[NH:20][C:21](=[O:27])[O:22][C:23]([CH3:24])([CH3:26])[CH3:25]. (2) Given the reactants [F:1][C:2]1[CH:7]=[CH:6][C:5]([C:8]2[C:12]([C:13]([OH:15])=[O:14])=[CH:11][NH:10][N:9]=2)=[CH:4][CH:3]=1.[CH3:16][C:17]([O:20][C:21](O[C:21]([O:20][C:17]([CH3:19])([CH3:18])[CH3:16])=[O:22])=[O:22])([CH3:19])[CH3:18].C(OCC)(=O)C.Cl, predict the reaction product. The product is: [C:17]([O:20][C:21]([N:9]1[C:8]([C:5]2[CH:4]=[CH:3][C:2]([F:1])=[CH:7][CH:6]=2)=[C:12]([C:13]([OH:15])=[O:14])[CH:11]=[N:10]1)=[O:22])([CH3:19])([CH3:18])[CH3:16]. (3) Given the reactants [CH3:1][C:2]1([CH3:12])[C:10]2[C:5](=[CH:6][CH:7]=[CH:8][CH:9]=2)[NH:4][C:3]1=[O:11].CI.[CH2:15]1OCCOCCOCCOCCOCC[O:17][CH2:16]1.CC(C)([O-])C.[K+].[NH4+].[Cl-], predict the reaction product. The product is: [C:16]([N:4]1[C:5]2[C:10](=[CH:9][CH:8]=[CH:7][CH:6]=2)[C:2]([CH3:12])([CH3:1])[C:3]1=[O:11])(=[O:17])[CH3:15].[CH3:1][C:2]1([CH3:12])[C:10]2[C:5](=[CH:6][CH:7]=[CH:8][CH:9]=2)[NH:4][C:3]1=[O:11]. (4) The product is: [F:1][C:2]1[CH:3]=[C:4]([N:9]2[C:13]([CH3:14])([CH3:15])[C:12](=[O:16])[N:11]([C:17]3[CH:24]=[CH:23][C:20]([C:21]#[N:22])=[C:19]([C:25]([F:26])([F:27])[F:28])[CH:18]=3)[C:10]2=[S:29])[CH:5]=[CH:6][C:7]=1[O:8][CH2:43][CH2:42][OH:44]. Given the reactants [F:1][C:2]1[CH:3]=[C:4]([N:9]2[C:13]([CH3:15])([CH3:14])[C:12](=[O:16])[N:11]([C:17]3[CH:24]=[CH:23][C:20]([C:21]#[N:22])=[C:19]([C:25]([F:28])([F:27])[F:26])[CH:18]=3)[C:10]2=[S:29])[CH:5]=[CH:6][C:7]=1[OH:8].C(=O)([O-])[O-].[K+].[K+].CN(C)C=O.Br[CH:42]([OH:44])[CH3:43], predict the reaction product.